From a dataset of Full USPTO retrosynthesis dataset with 1.9M reactions from patents (1976-2016). Predict the reactants needed to synthesize the given product. (1) Given the product [NH2:1][C:4]1[CH:9]=[CH:8][CH:7]=[C:6]([CH3:10])[C:5]=1[CH2:11][O:12][C:13]1[CH:17]=[CH:16][N:15]([C:18]2[C:19]([O:25][CH3:26])=[N:20][C:21]([Cl:24])=[CH:22][CH:23]=2)[N:14]=1, predict the reactants needed to synthesize it. The reactants are: [N+:1]([C:4]1[CH:9]=[CH:8][CH:7]=[C:6]([CH3:10])[C:5]=1[CH2:11][O:12][C:13]1[CH:17]=[CH:16][N:15]([C:18]2[C:19]([O:25][CH3:26])=[N:20][C:21]([Cl:24])=[CH:22][CH:23]=2)[N:14]=1)([O-])=O.[H][H]. (2) The reactants are: [Br:1][C:2]1[CH:3]=[C:4]([NH:13][CH:14]2[CH2:19][CH2:18][CH2:17][CH2:16][CH2:15]2)[C:5]([CH3:12])=[C:6]([CH:11]=1)[C:7]([O:9][CH3:10])=[O:8].[C:20](=O)([O-])[O-].[Cs+].[Cs+].CI. Given the product [Br:1][C:2]1[CH:3]=[C:4]([N:13]([CH:14]2[CH2:19][CH2:18][CH2:17][CH2:16][CH2:15]2)[CH3:20])[C:5]([CH3:12])=[C:6]([CH:11]=1)[C:7]([O:9][CH3:10])=[O:8], predict the reactants needed to synthesize it. (3) Given the product [CH2:22]([O:21][C:5](=[CH:6][C:7]1([C:11]2[CH:16]=[CH:15][CH:14]=[CH:13][C:12]=2[C:17]([F:18])([F:19])[F:20])[CH2:10][CH2:9][CH2:8]1)[C:4]([OH:24])=[O:3])[CH3:23], predict the reactants needed to synthesize it. The reactants are: C([O:3][C:4](=[O:24])[C:5]([O:21][CH2:22][CH3:23])=[CH:6][C:7]1([C:11]2[CH:16]=[CH:15][CH:14]=[CH:13][C:12]=2[C:17]([F:20])([F:19])[F:18])[CH2:10][CH2:9][CH2:8]1)C.[OH-].[Na+].C(O)C. (4) The reactants are: [CH2:1]([N:8]([CH2:16][C:17]1[CH:22]=[CH:21][CH:20]=[CH:19][CH:18]=1)[CH2:9][C@H:10]([OH:15])[C:11]([O:13][CH3:14])=[O:12])[C:2]1[CH:7]=[CH:6][CH:5]=[CH:4][CH:3]=1.CN1CCOCC1.[C:30]([O:34][CH3:35])(=[O:33])[C:31]#[CH:32]. Given the product [CH2:16]([N:8]([CH2:1][C:2]1[CH:3]=[CH:4][CH:5]=[CH:6][CH:7]=1)[CH2:9][C@H:10]([O:15][CH:32]=[CH:31][C:30]([O:34][CH3:35])=[O:33])[C:11]([O:13][CH3:14])=[O:12])[C:17]1[CH:18]=[CH:19][CH:20]=[CH:21][CH:22]=1, predict the reactants needed to synthesize it. (5) Given the product [C:14]([C:13]1[CH:16]=[CH:17][C:18]([O:19][C:20]2[CH:21]=[C:22]([Cl:27])[CH:23]=[C:24]([Cl:26])[CH:25]=2)=[C:11]([S:8]([N:5]2[CH2:4][CH2:3][CH:2]([NH:1][C:28]([NH:35][CH2:39][CH2:38][N:37]3[CH2:36][CH2:47][O:46][CH2:45][CH2:44]3)=[O:29])[CH2:7][CH2:6]2)(=[O:10])=[O:9])[CH:12]=1)#[N:15].[CH:18]([O:19][CH:20]([CH3:25])[CH3:21])([CH3:17])[CH3:11], predict the reactants needed to synthesize it. The reactants are: [NH2:1][CH:2]1[CH2:7][CH2:6][N:5]([S:8]([C:11]2[CH:12]=[C:13]([CH:16]=[CH:17][C:18]=2[O:19][C:20]2[CH:25]=[C:24]([Cl:26])[CH:23]=[C:22]([Cl:27])[CH:21]=2)[C:14]#[N:15])(=[O:10])=[O:9])[CH2:4][CH2:3]1.[C:28]([N:35]1[CH:39]=[CH:38][N:37]=[CH:36]1)(N1C=CN=C1)=[O:29].NCCN1C[CH2:47][O:46][CH2:45][CH2:44]1.